Dataset: Forward reaction prediction with 1.9M reactions from USPTO patents (1976-2016). Task: Predict the product of the given reaction. (1) Given the reactants [F:1][C:2]([F:6])([F:5])[CH2:3][NH2:4].[CH2:7]1[CH2:13][S:10](=[O:12])(=[O:11])[O:9][CH2:8]1, predict the reaction product. The product is: [F:1][C:2]([F:6])([F:5])[CH2:3][NH:4][CH2:8][CH2:7][CH2:13][S:10]([OH:12])(=[O:11])=[O:9]. (2) Given the reactants [F:1][C:2]1[CH:3]=[C:4]([N:9]2[CH2:13][C@H:12]([CH2:14][OH:15])[O:11][C:10]2=[O:16])[CH:5]=[CH:6][C:7]=1[I:8].C(N(CC)CC)C.[CH3:24][S:25](Cl)(=[O:27])=[O:26], predict the reaction product. The product is: [CH3:24][S:25]([O:15][CH2:14][C@@H:12]1[O:11][C:10](=[O:16])[N:9]([C:4]2[CH:5]=[CH:6][C:7]([I:8])=[C:2]([F:1])[CH:3]=2)[CH2:13]1)(=[O:27])=[O:26]. (3) Given the reactants C1C=CC2N(O)N=NC=2C=1.CCN(C(C)C)C(C)C.Cl.[C:21]1([C:27]2[NH:31][N:30]=[C:29]([C:32]([OH:34])=O)[CH:28]=2)[CH:26]=[CH:25][CH:24]=[CH:23][CH:22]=1.CCN=C=NCCCN(C)C.Cl.[NH2:47][CH2:48][C:49]([N:51]1[CH2:56][CH2:55][N:54]([C:57](=[O:69])[C:58]2[CH:63]=[C:62]([F:64])[CH:61]=[CH:60][C:59]=2[C:65]([F:68])([F:67])[F:66])[CH2:53][CH2:52]1)=[O:50], predict the reaction product. The product is: [F:64][C:62]1[CH:61]=[CH:60][C:59]([C:65]([F:67])([F:66])[F:68])=[C:58]([CH:63]=1)[C:57]([N:54]1[CH2:55][CH2:56][N:51]([C:49](=[O:50])[CH2:48][NH:47][C:32]([C:29]2[CH:28]=[C:27]([C:21]3[CH:22]=[CH:23][CH:24]=[CH:25][CH:26]=3)[NH:31][N:30]=2)=[O:34])[CH2:52][CH2:53]1)=[O:69].